Dataset: Forward reaction prediction with 1.9M reactions from USPTO patents (1976-2016). Task: Predict the product of the given reaction. Given the reactants [C:1]([CH:9]([CH2:15][C:16](=O)[C:17]1[CH:22]=[CH:21][CH:20]=[CH:19][CH:18]=1)[C:10]([O:12][CH2:13][CH3:14])=[O:11])(=O)[C:2]1[CH:7]=[CH:6][CH:5]=[CH:4][CH:3]=1.COC1C=CC(P2(SP(C3C=CC(OC)=CC=3)(=S)S2)=[S:33])=CC=1, predict the reaction product. The product is: [C:2]1([C:1]2[S:33][C:16]([C:17]3[CH:22]=[CH:21][CH:20]=[CH:19][CH:18]=3)=[CH:15][C:9]=2[C:10]([O:12][CH2:13][CH3:14])=[O:11])[CH:7]=[CH:6][CH:5]=[CH:4][CH:3]=1.